Dataset: NCI-60 drug combinations with 297,098 pairs across 59 cell lines. Task: Regression. Given two drug SMILES strings and cell line genomic features, predict the synergy score measuring deviation from expected non-interaction effect. (1) Cell line: SN12C. Drug 2: C1CN(P(=O)(OC1)NCCCl)CCCl. Drug 1: CC1OCC2C(O1)C(C(C(O2)OC3C4COC(=O)C4C(C5=CC6=C(C=C35)OCO6)C7=CC(=C(C(=C7)OC)O)OC)O)O. Synergy scores: CSS=27.4, Synergy_ZIP=-9.50, Synergy_Bliss=-3.34, Synergy_Loewe=-52.7, Synergy_HSA=-3.70. (2) Drug 2: C#CCC(CC1=CN=C2C(=N1)C(=NC(=N2)N)N)C3=CC=C(C=C3)C(=O)NC(CCC(=O)O)C(=O)O. Cell line: HOP-62. Synergy scores: CSS=16.5, Synergy_ZIP=-1.55, Synergy_Bliss=0.544, Synergy_Loewe=-7.54, Synergy_HSA=0.0301. Drug 1: CC1=CC=C(C=C1)C2=CC(=NN2C3=CC=C(C=C3)S(=O)(=O)N)C(F)(F)F. (3) Drug 1: CS(=O)(=O)C1=CC(=C(C=C1)C(=O)NC2=CC(=C(C=C2)Cl)C3=CC=CC=N3)Cl. Drug 2: COCCOC1=C(C=C2C(=C1)C(=NC=N2)NC3=CC=CC(=C3)C#C)OCCOC.Cl. Cell line: EKVX. Synergy scores: CSS=18.3, Synergy_ZIP=1.47, Synergy_Bliss=5.16, Synergy_Loewe=4.36, Synergy_HSA=6.79. (4) Drug 1: COC1=C2C(=CC3=C1OC=C3)C=CC(=O)O2. Drug 2: N.N.Cl[Pt+2]Cl. Cell line: OVCAR-4. Synergy scores: CSS=26.7, Synergy_ZIP=-0.222, Synergy_Bliss=0.0516, Synergy_Loewe=-10.4, Synergy_HSA=0.439. (5) Drug 1: C1=CC(=C2C(=C1NCCNCCO)C(=O)C3=C(C=CC(=C3C2=O)O)O)NCCNCCO. Drug 2: C1C(C(OC1N2C=NC3=C(N=C(N=C32)Cl)N)CO)O. Cell line: HOP-92. Synergy scores: CSS=38.2, Synergy_ZIP=-7.55, Synergy_Bliss=-5.82, Synergy_Loewe=-3.52, Synergy_HSA=-0.532. (6) Drug 1: CCC1=C2CN3C(=CC4=C(C3=O)COC(=O)C4(CC)O)C2=NC5=C1C=C(C=C5)O. Drug 2: COCCOC1=C(C=C2C(=C1)C(=NC=N2)NC3=CC=CC(=C3)C#C)OCCOC.Cl. Cell line: SK-MEL-28. Synergy scores: CSS=18.9, Synergy_ZIP=-3.97, Synergy_Bliss=1.97, Synergy_Loewe=-90.4, Synergy_HSA=0.679. (7) Synergy scores: CSS=15.8, Synergy_ZIP=1.95, Synergy_Bliss=3.49, Synergy_Loewe=-3.26, Synergy_HSA=4.19. Drug 1: CC1C(C(CC(O1)OC2CC(CC3=C2C(=C4C(=C3O)C(=O)C5=C(C4=O)C(=CC=C5)OC)O)(C(=O)CO)O)N)O.Cl. Cell line: LOX IMVI. Drug 2: CCN(CC)CCCC(C)NC1=C2C=C(C=CC2=NC3=C1C=CC(=C3)Cl)OC.